Dataset: Forward reaction prediction with 1.9M reactions from USPTO patents (1976-2016). Task: Predict the product of the given reaction. (1) The product is: [CH:1]1([O:6][C:7]2[CH:14]=[CH:13][C:10]3[CH2:18][O:19][B:15]([OH:16])[C:9]=3[CH:8]=2)[CH2:2][CH2:3][CH2:4][CH2:5]1. Given the reactants [CH:1]1([O:6][C:7]2[CH:14]=[CH:13][C:10](C=O)=[C:9]([B:15]3[O:19][C:18](C)(C)C(C)(C)[O:16]3)[CH:8]=2)[CH2:5][CH2:4][CH2:3][CH2:2]1.[BH4-].[Na+], predict the reaction product. (2) Given the reactants [C:1]1([C:7]2([C:12](O)=[O:13])CC[CH2:9][CH2:8]2)C=CC=C[CH:2]=1.[F:15][C:16]([F:34])([F:33])[C:17]1[CH:18]=[C:19]([CH:30]=[CH:31][CH:32]=1)[CH2:20][N:21]1[CH2:25][C@H:24]2[C@@H:26]([NH2:29])[CH2:27][CH2:28][C@H:23]2[CH2:22]1.C(N1C[C@H]2C(N)CC[C@H]2C1)C1C=CC=CC=1, predict the reaction product. The product is: [CH2:1]([CH:7]([CH2:8][CH3:9])[C:12]([NH:29][C@@H:26]1[C@H:24]2[C@H:23]([CH2:22][N:21]([CH2:20][C:19]3[CH:30]=[CH:31][CH:32]=[C:17]([C:16]([F:33])([F:15])[F:34])[CH:18]=3)[CH2:25]2)[CH2:28][CH2:27]1)=[O:13])[CH3:2]. (3) Given the reactants [NH2:1][C:2]1[CH:9]=[CH:8][C:7]([C:10]2[CH:15]=[CH:14][N:13]=[C:12](Cl)[N:11]=2)=[CH:6][C:3]=1[C:4]#[N:5].NC1C=CC(B2OC(C)(C)C(C)(C)O2)=[CH:22][C:19]=1[C:20]#[N:21].Cl[C:36]1[N:41]=[C:40](Cl)[CH:39]=[CH:38]N=1.[C:43]([O-:46])(O)=O.[Na+].[CH3:48][C:49]#N, predict the reaction product. The product is: [NH2:1][C:2]1[CH:9]=[CH:8][C:7]([C:10]2[CH:15]=[CH:14][N:13]=[C:12]([NH:21][C:20]3[CH:38]=[CH:39][C:40]([N:41]4[CH2:36][CH2:43][O:46][CH2:49][CH2:48]4)=[CH:22][CH:19]=3)[N:11]=2)=[CH:6][C:3]=1[C:4]#[N:5]. (4) Given the reactants [C:1]([C@@H:9]1[CH2:14][CH2:13][CH2:12][C@H:11]([C:15]([OH:17])=O)[CH2:10]1)(=[O:8])[C:2]1[CH:7]=[CH:6][CH:5]=[CH:4][CH:3]=1.[NH2:18][C@@H:19]([CH2:31][CH:32]1[CH2:37][CH2:36][CH2:35][CH2:34][CH2:33]1)[CH2:20][NH:21][C:22](=[O:30])[O:23][CH2:24][CH2:25][Si:26]([CH3:29])([CH3:28])[CH3:27].[CH:38](N(C(C)C)CC)(C)C.F[P-](F)(F)(F)(F)F.N1(OC(N(C)C)=[N+](C)C)C2N=CC=CC=2N=N1, predict the reaction product. The product is: [C:1]([CH:9]1[CH2:14][CH2:13][CH2:12][CH:11]([C:15]([NH:18][C@@H:19]([CH2:31][CH:32]2[CH2:33][CH2:34][CH2:35][CH2:36][CH2:37]2)[CH2:20][N:21]([CH3:38])[C:22](=[O:30])[O:23][CH2:24][CH2:25][Si:26]([CH3:28])([CH3:29])[CH3:27])=[O:17])[CH2:10]1)(=[O:8])[C:2]1[CH:3]=[CH:4][CH:5]=[CH:6][CH:7]=1. (5) Given the reactants [Br:1][C:2]1[CH:15]=[CH:14][C:13]2[O:12][C:11]3[C:6](=[CH:7][C:8]([I:16])=[CH:9][CH:10]=3)[C:5](=O)[C:4]=2[CH:3]=1.[CH3:18][Mg]Br.CCOCC.CC1C=CC(S([O-])(=O)=O)=CC=1.C1C=C[NH+]=CC=1, predict the reaction product. The product is: [Br:1][C:2]1[CH:15]=[CH:14][C:13]2[O:12][C:11]3[C:6](=[CH:7][C:8]([I:16])=[CH:9][CH:10]=3)[C:5](=[CH2:18])[C:4]=2[CH:3]=1. (6) Given the reactants [F:1][C:2]1[CH:3]=[C:4]([CH2:9][C@H:10]([NH:14][C:15](=[O:21])OC(C)(C)C)[C@H:11]2[CH2:13][O:12]2)[CH:5]=[C:6]([F:8])[CH:7]=1.[CH:22]1([NH2:32])[C:31]2[C:26](=[CH:27][CH:28]=[CH:29][CH:30]=2)[CH2:25][CH2:24][CH2:23]1.[CH2:33]([N:36]([CH2:50][CH2:51][CH3:52])[C:37]([C:39]1[CH:40]=[C:41]([CH:45]=[C:46]([CH2:48]C)[CH:47]=1)C(O)=O)=[O:38])[CH2:34][CH3:35], predict the reaction product. The product is: [F:8][C:6]1[CH:5]=[C:4]([CH:3]=[C:2]([F:1])[CH:7]=1)[CH2:9][C@H:10]([NH:14][C:15](=[O:21])[C:41]1[CH:45]=[C:46]([CH3:48])[CH:47]=[C:39]([C:37]([N:36]([CH2:33][CH2:34][CH3:35])[CH2:50][CH2:51][CH3:52])=[O:38])[CH:40]=1)[C@H:11]([OH:12])[CH2:13][NH:32][C@H:22]1[C:31]2[C:26](=[CH:27][CH:28]=[CH:29][CH:30]=2)[CH2:25][CH2:24][CH2:23]1. (7) Given the reactants I[C:2]1[CH:23]=[CH:22][C:5]([C:6]([NH:8][S:9]([C:12]2[CH:17]=[CH:16][CH:15]=[CH:14][C:13]=2[S:18](=[O:21])(=[O:20])[NH2:19])(=[O:11])=[O:10])=[O:7])=[CH:4][CH:3]=1.[CH3:24][CH:25]([CH2:28][CH2:29][CH3:30])[C:26]#[CH:27], predict the reaction product. The product is: [CH3:24][CH:25]([CH2:28][CH2:29][CH3:30])[C:26]#[C:27][C:2]1[CH:23]=[CH:22][C:5]([C:6]([NH:8][S:9]([C:12]2[CH:17]=[CH:16][CH:15]=[CH:14][C:13]=2[S:18](=[O:21])(=[O:20])[NH2:19])(=[O:11])=[O:10])=[O:7])=[CH:4][CH:3]=1. (8) Given the reactants [N+:1]([C:4]1[CH:5]=[C:6]([CH:10]=[C:11]([C:13]([F:16])([F:15])[F:14])[CH:12]=1)[C:7](Cl)=[O:8])([O-:3])=[O:2].[NH4+:17].[OH-], predict the reaction product. The product is: [N+:1]([C:4]1[CH:5]=[C:6]([CH:10]=[C:11]([C:13]([F:16])([F:15])[F:14])[CH:12]=1)[C:7]([NH2:17])=[O:8])([O-:3])=[O:2].